This data is from Forward reaction prediction with 1.9M reactions from USPTO patents (1976-2016). The task is: Predict the product of the given reaction. (1) Given the reactants [Br:1][C:2]1[C:3]([S:19][CH:20]([CH2:24][CH3:25])[C:21](=[O:23])[CH3:22])=[N:4][C:5]([NH:8][C:9]2[CH:10]=[CH:11][C:12]([S:15]([NH2:18])(=[O:17])=[O:16])=[N:13][CH:14]=2)=[N:6][CH:7]=1.[BH4-].[Na+], predict the reaction product. The product is: [Br:1][C:2]1[C:3]([S:19][CH:20]([CH2:24][CH3:25])[CH:21]([OH:23])[CH3:22])=[N:4][C:5]([NH:8][C:9]2[CH:10]=[CH:11][C:12]([S:15]([NH2:18])(=[O:17])=[O:16])=[N:13][CH:14]=2)=[N:6][CH:7]=1. (2) Given the reactants [CH:1]12[O:8][CH:5]([CH2:6][CH2:7]1)[CH2:4][N:3]([C:9]1[N:14]=[C:13]([N:15]3[CH2:20][CH2:19][C:18](=O)[CH2:17][CH2:16]3)[N:12]=[C:11]([C:22]3[CH:27]=[CH:26][C:25]([NH:28][C:29]([NH:31][C:32]4[CH:37]=[CH:36][N:35]=[CH:34][CH:33]=4)=[O:30])=[CH:24][CH:23]=3)[N:10]=1)[CH2:2]2.C(O)(C(F)(F)F)=O.Cl.[C:46]([O:50][C:51](=[O:54])[CH2:52][NH2:53])([CH3:49])([CH3:48])[CH3:47], predict the reaction product. The product is: [CH:5]12[O:8][CH:1]([CH2:7][CH2:6]1)[CH2:2][N:3]([C:9]1[N:10]=[C:11]([C:22]3[CH:27]=[CH:26][C:25]([NH:28][C:29]([NH:31][C:32]4[CH:33]=[CH:34][N:35]=[CH:36][CH:37]=4)=[O:30])=[CH:24][CH:23]=3)[N:12]=[C:13]([N:15]3[CH2:16][CH2:17][CH:18]([NH:53][CH2:52][C:51]([O:50][C:46]([CH3:49])([CH3:48])[CH3:47])=[O:54])[CH2:19][CH2:20]3)[N:14]=1)[CH2:4]2. (3) Given the reactants [Cl:1][C:2]1[CH:3]=[C:4]2[C:9](=[CH:10][C:11]=1[F:12])[NH:8][C:7](=[O:13])[C:6]([CH:14]=O)=[CH:5]2.[CH3:16][C:17]([S@:20]([NH2:22])=[O:21])([CH3:19])[CH3:18], predict the reaction product. The product is: [Cl:1][C:2]1[CH:3]=[C:4]2[C:9](=[CH:10][C:11]=1[F:12])[NH:8][C:7](=[O:13])[C:6](/[CH:14]=[N:22]/[S@@:20]([C:17]([CH3:19])([CH3:18])[CH3:16])=[O:21])=[CH:5]2. (4) Given the reactants [Cl:1][C:2]1[CH:7]=[CH:6][C:5]([C:8]2[CH:9]=[C:10]([C:20]([NH:22][N:23]3[CH2:28][CH2:27][N:26]([CH2:29][CH2:30][O:31]C(=O)C)[CH2:25][CH2:24]3)=[O:21])[CH:11]=[N:12][C:13]=2[O:14][CH2:15][C:16]([F:19])([F:18])[F:17])=[CH:4][CH:3]=1.C1COCC1.CO.[OH-].[Li+], predict the reaction product. The product is: [Cl:1][C:2]1[CH:7]=[CH:6][C:5]([C:8]2[CH:9]=[C:10]([C:20]([NH:22][N:23]3[CH2:28][CH2:27][N:26]([CH2:29][CH2:30][OH:31])[CH2:25][CH2:24]3)=[O:21])[CH:11]=[N:12][C:13]=2[O:14][CH2:15][C:16]([F:18])([F:19])[F:17])=[CH:4][CH:3]=1. (5) The product is: [O:1]=[CH:2][C@@H:3]([C@H:5]([C@@H:7]([C@@H:9]([CH2:11][OH:12])[OH:10])[OH:8])[OH:6])[OH:4].[OH:1][CH2:2][C:3]([C@H:5]([C@@H:7]([C@@H:9]([CH2:11][OH:12])[OH:10])[OH:8])[OH:6])=[O:4]. Given the reactants [O:1]=[CH:2][C@@H:3]([C@H:5]([C@@H:7]([C@@H:9]([CH2:11][OH:12])[OH:10])[OH:8])[OH:6])[OH:4], predict the reaction product. (6) Given the reactants [NH2:1][C:2]1[CH:16]=[CH:15][C:5]([CH2:6][N:7]([CH3:14])[CH:8]2[CH2:13][CH2:12][O:11][CH2:10][CH2:9]2)=[CH:4][CH:3]=1.[CH3:17][N:18]1[C:26]2[C:21](=[CH:22][CH:23]=[CH:24][CH:25]=2)[CH:20]=[C:19]1[C:27](O)=[O:28].C1C=CC2N(O)N=NC=2C=1.CCN(CC)CC, predict the reaction product. The product is: [CH3:14][N:7]([CH2:6][C:5]1[CH:4]=[CH:3][C:2]([NH:1][C:27]([C:19]2[N:18]([CH3:17])[C:26]3[C:21]([CH:20]=2)=[CH:22][CH:23]=[CH:24][CH:25]=3)=[O:28])=[CH:16][CH:15]=1)[CH:8]1[CH2:13][CH2:12][O:11][CH2:10][CH2:9]1. (7) Given the reactants Br[CH2:2][CH2:3][O:4][CH3:5].C(=O)([O-])[O-].[K+].[K+].[F:12][C:13]1[C:18]([OH:19])=[CH:17][N:16]=[C:15]2[N:20]([Si](C(C)C)(C(C)C)C(C)C)[CH:21]=[CH:22][C:14]=12, predict the reaction product. The product is: [F:12][C:13]1[C:18]([O:19][CH2:2][CH2:3][O:4][CH3:5])=[CH:17][N:16]=[C:15]2[NH:20][CH:21]=[CH:22][C:14]=12. (8) Given the reactants [NH:1]1[C:9]2[C:4](=[CH:5][CH:6]=[CH:7][CH:8]=2)[C:3]([CH:10]=[O:11])=[CH:2]1.[CH3:12][S:13](Cl)(=[O:15])=[O:14].C(N(C(C)C)CC)(C)C.C(=O)([O-])O.[Na+], predict the reaction product. The product is: [CH3:12][S:13]([N:1]1[C:9]2[C:4](=[CH:5][CH:6]=[CH:7][CH:8]=2)[C:3]([CH:10]=[O:11])=[CH:2]1)(=[O:15])=[O:14]. (9) Given the reactants C(OC(=O)[NH:7][C:8]1[CH:9]=[N:10][C:11]2[C:16]([C:17]=1[Cl:18])=[CH:15][C:14]([O:19][CH3:20])=[C:13]([O:21][CH2:22][CH2:23][CH2:24][N:25]1[CH2:30][CH2:29][CH2:28][CH2:27][CH2:26]1)[CH:12]=2)(C)(C)C.FC(F)(F)C(O)=O.[OH-].[NH4+], predict the reaction product. The product is: [Cl:18][C:17]1[C:16]2[C:11](=[CH:12][C:13]([O:21][CH2:22][CH2:23][CH2:24][N:25]3[CH2:30][CH2:29][CH2:28][CH2:27][CH2:26]3)=[C:14]([O:19][CH3:20])[CH:15]=2)[N:10]=[CH:9][C:8]=1[NH2:7].